Predict the reactants needed to synthesize the given product. From a dataset of Full USPTO retrosynthesis dataset with 1.9M reactions from patents (1976-2016). (1) Given the product [C:1]([Si:5]([CH3:42])([CH3:43])[O:6][CH:7]([C:17]1[C:18]([CH3:41])=[N:19][O:20][C:21]=1[C:22]1[CH:27]=[CH:26][C:25]([C:28]2[CH:29]=[CH:30][C:31]([C:34]3([CH2:37][C:38]([NH:48][S:45]([CH3:44])(=[O:47])=[O:46])=[O:39])[CH2:35][CH2:36]3)=[CH:32][CH:33]=2)=[CH:24][CH:23]=1)[CH2:8][CH2:9][CH2:10][C:11]1[CH:16]=[CH:15][CH:14]=[CH:13][CH:12]=1)([CH3:2])([CH3:4])[CH3:3], predict the reactants needed to synthesize it. The reactants are: [C:1]([Si:5]([CH3:43])([CH3:42])[O:6][CH:7]([C:17]1[C:18]([CH3:41])=[N:19][O:20][C:21]=1[C:22]1[CH:27]=[CH:26][C:25]([C:28]2[CH:33]=[CH:32][C:31]([C:34]3([CH2:37][C:38](O)=[O:39])[CH2:36][CH2:35]3)=[CH:30][CH:29]=2)=[CH:24][CH:23]=1)[CH2:8][CH2:9][CH2:10][C:11]1[CH:16]=[CH:15][CH:14]=[CH:13][CH:12]=1)([CH3:4])([CH3:3])[CH3:2].[CH3:44][S:45]([NH2:48])(=[O:47])=[O:46]. (2) Given the product [Br:14][CH2:2][C:3]1[C:4]2[CH:11]=[C:10]([CH3:12])[CH:9]=[CH:8][C:5]=2[S:6][CH:7]=1, predict the reactants needed to synthesize it. The reactants are: O[CH2:2][C:3]1[C:4]2[CH:11]=[C:10]([CH3:12])[CH:9]=[CH:8][C:5]=2[S:6][CH:7]=1.P(Br)(Br)[Br:14].O. (3) Given the product [CH:22]1([NH:21][C:19](=[O:20])[C:18]2[CH:25]=[CH:26][C:27]([CH3:28])=[C:16]([N:11]3[CH:10]=[CH:9][C:8]4[C:13](=[CH:14][C:5]([O:4][CH2:3][CH2:2][N:35]5[CH2:36][CH2:37][CH2:38][O:32][CH2:33][CH2:34]5)=[CH:6][CH:7]=4)[C:12]3=[O:15])[CH:17]=2)[CH2:24][CH2:23]1, predict the reactants needed to synthesize it. The reactants are: Cl[CH2:2][CH2:3][O:4][C:5]1[CH:14]=[C:13]2[C:8]([CH:9]=[CH:10][N:11]([C:16]3[CH:17]=[C:18]([CH:25]=[CH:26][C:27]=3[CH3:28])[C:19]([NH:21][CH:22]3[CH2:24][CH2:23]3)=[O:20])[C:12]2=[O:15])=[CH:7][CH:6]=1.[I-].[K+].Cl.[O:32]1[CH2:38][CH2:37][CH2:36][NH:35][CH2:34][CH2:33]1.CCN(C(C)C)C(C)C. (4) Given the product [CH2:36]([N:28]([CH2:26][CH3:27])[C:29]1[CH:34]=[CH:33][C:32]([NH:35][C:2]2[C:11]3=[N:12][NH:13][CH:14]=[C:10]3[C:9]3[CH:8]=[C:7]([O:24][CH3:25])[CH:6]=[CH:5][C:4]=3[N:3]=2)=[CH:31][CH:30]=1)[CH3:37], predict the reactants needed to synthesize it. The reactants are: Cl[C:2]1[C:11]2=[N:12][N:13](CC3C=CC(OC)=CC=3)[CH:14]=[C:10]2[C:9]2[CH:8]=[C:7]([O:24][CH3:25])[CH:6]=[CH:5][C:4]=2[N:3]=1.[CH2:26]([N:28]([CH2:36][CH3:37])[C:29]1[CH:34]=[CH:33][C:32]([NH2:35])=[CH:31][CH:30]=1)[CH3:27].Cl. (5) The reactants are: [CH3:1][N:2]1[CH2:7][CH2:6][NH:5][CH2:4][CH2:3]1.C[Al](C)C.CCCCCCC.C[O:20][C:21](=O)[C:22]1[CH:27]=[CH:26][C:25]([CH2:28][OH:29])=[CH:24][CH:23]=1. Given the product [CH3:1][N:2]1[CH2:7][CH2:6][N:5]([C:21]([C:22]2[CH:27]=[CH:26][C:25]([CH2:28][OH:29])=[CH:24][CH:23]=2)=[O:20])[CH2:4][CH2:3]1, predict the reactants needed to synthesize it.